Dataset: Forward reaction prediction with 1.9M reactions from USPTO patents (1976-2016). Task: Predict the product of the given reaction. (1) Given the reactants Cl.[CH3:2][N:3]([CH3:32])[C:4]1([C:26]2[CH:31]=[CH:30][CH:29]=[CH:28][CH:27]=2)[CH2:9][CH2:8][C:7]([C:10]2[NH:11][C:12]3[C:17]([C:18]=2[CH2:19][CH:20]2[CH2:25][CH2:24][CH2:23][CH2:22][CH2:21]2)=[CH:16][CH:15]=[CH:14][CH:13]=3)=[CH:6][CH2:5]1.[Sn], predict the reaction product. The product is: [CH:20]1([CH2:19][C:18]2[C:17]3[C:12](=[CH:13][CH:14]=[CH:15][CH:16]=3)[NH:11][C:10]=2[CH:7]2[CH2:6][CH2:5][C:4]([C:26]3[CH:31]=[CH:30][CH:29]=[CH:28][CH:27]=3)([N:3]([CH3:2])[CH3:32])[CH2:9][CH2:8]2)[CH2:25][CH2:24][CH2:23][CH2:22][CH2:21]1. (2) The product is: [CH3:1][O:2][C:3]1[CH:4]=[CH:5][C:6]2[O:10][CH:9]=[C:8]([CH2:11][CH2:12][N:18]3[CH2:19][CH2:20][N:15]([C:21]4[CH:22]=[CH:23][CH:24]=[C:25]5[C:30]=4[N:29]=[CH:28][CH:27]=[CH:26]5)[CH2:16][CH2:17]3)[C:7]=2[CH:14]=1. Given the reactants [CH3:1][O:2][C:3]1[CH:4]=[CH:5][C:6]2[O:10][CH:9]=[C:8]([CH2:11][CH2:12]I)[C:7]=2[CH:14]=1.[N:15]1([C:21]2[CH:22]=[CH:23][CH:24]=[C:25]3[C:30]=2[N:29]=[CH:28][CH:27]=[CH:26]3)[CH2:20][CH2:19][NH:18][CH2:17][CH2:16]1.C(N(CC)C(C)C)(C)C, predict the reaction product. (3) Given the reactants [C:1]1([CH2:7][CH:8]([NH2:11])[CH2:9][NH2:10])[CH:6]=[CH:5][CH:4]=[CH:3][CH:2]=1.[C:12](N1C=CN=C1)(N1C=CN=C1)=[S:13], predict the reaction product. The product is: [CH2:7]([CH:8]1[CH2:9][NH:10][C:12](=[S:13])[NH:11]1)[C:1]1[CH:6]=[CH:5][CH:4]=[CH:3][CH:2]=1. (4) Given the reactants [O:1]=[C:2]1[CH:6]=[CH:5][C:4](=[O:7])[N:3]1[CH2:8][CH2:9][CH2:10][CH2:11][CH2:12][C:13]([O-:15])=[O:14].O[N:17]1[C:21](=[O:22])[CH2:20][CH2:19][C:18]1=[O:23].C1(N=C=NC2CCCCC2)CCCCC1, predict the reaction product. The product is: [O:1]=[C:2]1[CH:6]=[CH:5][C:4](=[O:7])[N:3]1[CH2:8][CH2:9][CH2:10][CH2:11][CH2:12][C:13]([O:15][N:17]1[C:21](=[O:22])[CH2:20][CH2:19][C:18]1=[O:23])=[O:14].